Dataset: Reaction yield outcomes from USPTO patents with 853,638 reactions. Task: Predict the reaction yield, written as a fraction of the theoretical maximum amount of product (1.0 means a 100% yield; for example, 0.34 means a 34% yield). (1) The reactants are [Cl:1][C:2]1[C:9]([F:10])=[CH:8][C:5]([CH:6]=[O:7])=[C:4]([N+:11]([O-])=O)[CH:3]=1.Cl.O. The catalyst is CCO.CC(O)=O.[Fe]. The product is [NH2:11][C:4]1[CH:3]=[C:2]([Cl:1])[C:9]([F:10])=[CH:8][C:5]=1[CH:6]=[O:7]. The yield is 0.900. (2) The reactants are [Cl:1][C:2]1[CH:7]=[CH:6][C:5]([OH:8])=[C:4]([N+:9]([O-:11])=[O:10])[CH:3]=1.[C:12]([Si:16]([CH3:26])([CH3:25])[O:17][CH:18]1[CH2:23][CH2:22][CH:21](O)[CH2:20][CH2:19]1)([CH3:15])([CH3:14])[CH3:13].C1(P(C2C=CC=CC=2)C2C=CC=CC=2)C=CC=CC=1. The catalyst is O1CCCC1.C(OCC)(=O)C.CCCCCC. The product is [C:12]([Si:16]([O:17][CH:18]1[CH2:19][CH2:20][CH:21]([O:8][C:5]2[CH:6]=[CH:7][C:2]([Cl:1])=[CH:3][C:4]=2[N+:9]([O-:11])=[O:10])[CH2:22][CH2:23]1)([CH3:26])[CH3:25])([CH3:15])([CH3:13])[CH3:14]. The yield is 0.790. (3) The reactants are [NH2:1][C:2]1[N:7]=[CH:6][N:5]=[C:4]2[N:8]([CH:15]([C:17]3[C:18]([O:36][CH3:37])=[C:19]([CH:25]4[CH2:28][N:27]([C:29]([O:31][C:32]([CH3:35])([CH3:34])[CH3:33])=[O:30])[CH2:26]4)[C:20]([F:24])=[C:21]([Cl:23])[CH:22]=3)[CH3:16])[N:9]=[C:10]([CH:11]([OH:14])CO)[C:3]=12.C(O)(=O)C.I([O-])(=O)(=O)=O.[Na+]. The catalyst is O1CCCC1.O. The product is [NH2:1][C:2]1[N:7]=[CH:6][N:5]=[C:4]2[N:8]([CH:15]([C:17]3[C:18]([O:36][CH3:37])=[C:19]([CH:25]4[CH2:26][N:27]([C:29]([O:31][C:32]([CH3:34])([CH3:33])[CH3:35])=[O:30])[CH2:28]4)[C:20]([F:24])=[C:21]([Cl:23])[CH:22]=3)[CH3:16])[N:9]=[C:10]([CH:11]=[O:14])[C:3]=12. The yield is 0.920. (4) The reactants are Br[C:2]1[CH:3]=[C:4]([C:9]([F:12])([F:11])[F:10])[CH:5]=[C:6]([F:8])[CH:7]=1.C([Li])(C)(C)C.[F:18][C:19]([F:26])([F:25])[C:20](OCC)=[O:21].O. The catalyst is CCOCC. The product is [F:18][C:19]([F:26])([F:25])[C:20]([C:2]1[CH:3]=[C:4]([C:9]([F:12])([F:11])[F:10])[CH:5]=[C:6]([F:8])[CH:7]=1)=[O:21]. The yield is 0.759. (5) The reactants are [C:1]([NH:9][C@H:10]([C:12]([OH:14])=O)[CH3:11])(=[O:8])[C:2]1[CH:7]=[CH:6][CH:5]=[CH:4][CH:3]=1.C(C1NC=CN=1)(C1NC=CN=1)=O.[C:27]([O:30][CH2:31][CH3:32])(=[O:29])[CH3:28].[Li+].CC([N-]C(C)C)C. The catalyst is C1COCC1. The product is [C:1]([NH:9][CH:10]([CH3:11])[C:12](=[O:14])[CH2:28][C:27]([O:30][CH2:31][CH3:32])=[O:29])(=[O:8])[C:2]1[CH:3]=[CH:4][CH:5]=[CH:6][CH:7]=1. The yield is 0.955. (6) The reactants are [Cl:1][C:2]1[CH:3]=[C:4]([C:12]([NH:14][C@@H:15]([CH2:21][C:22]2[CH:27]=[CH:26][C:25]([C:28]3[N:29]=[C:30]4[C:35]([CH3:36])=[CH:34][CH:33]=[CH:32][N:31]4[CH:37]=3)=[CH:24][CH:23]=2)[CH2:16][CH2:17][C:18]([OH:20])=O)=[O:13])[CH:5]=[CH:6][C:7]=1[O:8][CH:9]([CH3:11])[CH3:10].C([N:40](CC)CC)C.ClC(OCC)=O. The catalyst is C1COCC1. The product is [NH2:40][C:18](=[O:20])[CH2:17][CH2:16][C@@H:15]([NH:14][C:12](=[O:13])[C:4]1[CH:5]=[CH:6][C:7]([O:8][CH:9]([CH3:10])[CH3:11])=[C:2]([Cl:1])[CH:3]=1)[CH2:21][C:22]1[CH:23]=[CH:24][C:25]([C:28]2[N:29]=[C:30]3[C:35]([CH3:36])=[CH:34][CH:33]=[CH:32][N:31]3[CH:37]=2)=[CH:26][CH:27]=1. The yield is 0.900. (7) The reactants are CN(C(O[N:9]1N=N[C:11]2C=CC=C[C:10]1=2)=[N+](C)C)C.[B-](F)(F)(F)F.[Br:23][C:24]1[N:29]=[C:28]([C:30]([OH:32])=O)[CH:27]=[CH:26][CH:25]=1.C(N)C.CCN(C(C)C)C(C)C. The catalyst is CN(C=O)C.C1COCC1.C(OCC)(=O)C.O. The product is [CH2:10]([NH:9][C:30]([C:28]1[CH:27]=[CH:26][CH:25]=[C:24]([Br:23])[N:29]=1)=[O:32])[CH3:11]. The yield is 0.960.